Dataset: Peptide-MHC class I binding affinity with 185,985 pairs from IEDB/IMGT. Task: Regression. Given a peptide amino acid sequence and an MHC pseudo amino acid sequence, predict their binding affinity value. This is MHC class I binding data. (1) The peptide sequence is YKDANISMY. The MHC is HLA-B57:01 with pseudo-sequence HLA-B57:01. The binding affinity (normalized) is 0.0847. (2) The peptide sequence is LMNVITLVYK. The MHC is HLA-A31:01 with pseudo-sequence HLA-A31:01. The binding affinity (normalized) is 0.389. (3) The peptide sequence is VRRAIRGEQL. The MHC is Mamu-B03 with pseudo-sequence Mamu-B03. The binding affinity (normalized) is 0.581. (4) The peptide sequence is KIMSGEKPSV. The MHC is HLA-A02:01 with pseudo-sequence HLA-A02:01. The binding affinity (normalized) is 0.351. (5) The peptide sequence is YTIYGAWMF. The MHC is HLA-C15:02 with pseudo-sequence HLA-C15:02. The binding affinity (normalized) is 0.311.